This data is from Catalyst prediction with 721,799 reactions and 888 catalyst types from USPTO. The task is: Predict which catalyst facilitates the given reaction. (1) Reactant: [Br:1][C:2]1[CH:23]=[C:22]2[C:5]([CH2:6][C:7]3([C:15]42[CH:19]=[C:18]([F:20])[C:17](=O)[NH:16]4)[CH2:12][CH2:11][CH:10]([O:13][CH3:14])[CH2:9][CH2:8]3)=[CH:4][CH:3]=1.P12(SP3(SP(SP(S3)(S1)=S)(=S)S2)=S)=S.[NH3:38].C(OO)(C)(C)C. Product: [Br:1][C:2]1[CH:23]=[C:22]2[C:5]([CH2:6][C:7]3([C:15]42[CH:19]=[C:18]([F:20])[C:17]([NH2:38])=[N:16]4)[CH2:8][CH2:9][CH:10]([O:13][CH3:14])[CH2:11][CH2:12]3)=[CH:4][CH:3]=1. The catalyst class is: 17. (2) Reactant: [Br:1][C:2]1[C:3]([O:21]C)=[CH:4][C:5]2[NH:11][C:10](=[O:12])[CH2:9][N:8]=[C:7]([C:13]3[CH:18]=[CH:17][CH:16]=[CH:15][C:14]=3[Cl:19])[C:6]=2[CH:20]=1.[Cl-].[Cl-].[Cl-].[Al+3]. Product: [Br:1][C:2]1[C:3]([OH:21])=[CH:4][C:5]2[NH:11][C:10](=[O:12])[CH2:9][N:8]=[C:7]([C:13]3[CH:18]=[CH:17][CH:16]=[CH:15][C:14]=3[Cl:19])[C:6]=2[CH:20]=1. The catalyst class is: 26. (3) Reactant: [C:1]1([CH3:27])[CH:6]=[CH:5][CH:4]=[CH:3][C:2]=1[C:7]1[C:19]2[C:18]3[CH2:17][CH2:16][N:15](C(OC(C)(C)C)=O)[CH2:14][C:13]=3[CH:12]=[N:11][C:10]=2[NH:9][N:8]=1.CO.[ClH:30]. Product: [C:1]1([CH3:27])[CH:6]=[CH:5][CH:4]=[CH:3][C:2]=1[C:7]1[C:19]2[C:18]3[CH2:17][CH2:16][NH:15][CH2:14][C:13]=3[CH:12]=[N:11][C:10]=2[NH:9][N:8]=1.[ClH:30].[C:1]1([CH3:27])[CH:6]=[CH:5][CH:4]=[CH:3][C:2]=1[C:7]1[C:19]2[C:18]3[CH2:17][CH2:16][NH:15][CH2:14][C:13]=3[CH:12]=[N:11][C:10]=2[NH:9][N:8]=1. The catalyst class is: 12. (4) Reactant: CC(OI1(OC(C)=O)(OC(C)=O)OC(=O)C2C=CC=CC1=2)=O.[CH:23]1[C:35]2[CH:34]([CH2:36][O:37][C:38]([N:40]3[CH2:44][CH2:43][C@H:42]4[N:45]([S:49]([C:52]5[CH:57]=[CH:56][CH:55]=[CH:54][CH:53]=5)(=[O:51])=[O:50])[CH2:46][C@H:47]([OH:48])[C@@H:41]34)=[O:39])[C:33]3[C:28](=[CH:29][CH:30]=[CH:31][CH:32]=3)[C:27]=2[CH:26]=[CH:25][CH:24]=1. The catalyst class is: 4. Product: [CH:32]1[C:33]2[CH:34]([CH2:36][O:37][C:38]([N:40]3[CH2:44][CH2:43][C@H:42]4[N:45]([S:49]([C:52]5[CH:53]=[CH:54][CH:55]=[CH:56][CH:57]=5)(=[O:51])=[O:50])[CH2:46][C:47](=[O:48])[C@@H:41]34)=[O:39])[C:35]3[C:27](=[CH:26][CH:25]=[CH:24][CH:23]=3)[C:28]=2[CH:29]=[CH:30][CH:31]=1. (5) Reactant: C(OC([N:8]1[CH2:13][CH2:12][N:11]([CH2:14][C:15]2[S:23][C:22]3[C:21]([N:24]4[CH2:29][CH2:28][O:27][CH2:26][CH2:25]4)=[N:20][C:19]([C:30]4[C:31]([C:37]([F:40])([F:39])[F:38])=[N:32][C:33]([NH2:36])=[N:34][CH:35]=4)=[N:18][C:17]=3[C:16]=2[CH3:41])[CH2:10][CH2:9]1)=O)(C)(C)C. Product: [CH3:41][C:16]1[C:17]2[N:18]=[C:19]([C:30]3[C:31]([C:37]([F:40])([F:39])[F:38])=[N:32][C:33]([NH2:36])=[N:34][CH:35]=3)[N:20]=[C:21]([N:24]3[CH2:25][CH2:26][O:27][CH2:28][CH2:29]3)[C:22]=2[S:23][C:15]=1[CH2:14][N:11]1[CH2:12][CH2:13][NH:8][CH2:9][CH2:10]1. The catalyst class is: 89.